Dataset: Reaction yield outcomes from USPTO patents with 853,638 reactions. Task: Predict the reaction yield, written as a fraction of the theoretical maximum amount of product (1.0 means a 100% yield; for example, 0.34 means a 34% yield). (1) The reactants are Br.[CH2:2]([C:4]1[N:5]=[C:6]([C@@H:9]([NH2:20])[CH2:10][C:11]2[CH:16]=[CH:15][C:14]([N+:17]([O-:19])=[O:18])=[CH:13][CH:12]=2)[S:7][CH:8]=1)[CH3:3].CCN(CC)CC.[CH2:28]([N:35]=[C:36]=[O:37])[C:29]1[CH:34]=[CH:33][CH:32]=[CH:31][CH:30]=1. The catalyst is C(Cl)Cl. The product is [CH2:28]([NH:35][C:36]([NH:20][C@H:9]([C:6]1[S:7][CH:8]=[C:4]([CH2:2][CH3:3])[N:5]=1)[CH2:10][C:11]1[CH:16]=[CH:15][C:14]([N+:17]([O-:19])=[O:18])=[CH:13][CH:12]=1)=[O:37])[C:29]1[CH:34]=[CH:33][CH:32]=[CH:31][CH:30]=1. The yield is 0.960. (2) The reactants are Cl.[CH3:2][S:3]([C:6]1[CH:11]=[CH:10][C:9]([C:12]2[CH:17]=[CH:16][C:15]([O:18][CH2:19][CH:20]3[CH2:25][CH2:24][NH:23][CH2:22][CH2:21]3)=[CH:14][CH:13]=2)=[CH:8][CH:7]=1)(=[O:5])=[O:4].[C:26]([CH2:30][C:31](Cl)=[O:32])([F:29])([F:28])[F:27].CCN(CC)CC.O. The catalyst is C(Cl)Cl. The product is [F:27][C:26]([F:29])([F:28])[CH2:30][C:31]([N:23]1[CH2:24][CH2:25][CH:20]([CH2:19][O:18][C:15]2[CH:16]=[CH:17][C:12]([C:9]3[CH:8]=[CH:7][C:6]([S:3]([CH3:2])(=[O:5])=[O:4])=[CH:11][CH:10]=3)=[CH:13][CH:14]=2)[CH2:21][CH2:22]1)=[O:32]. The yield is 1.13.